Predict the reactants needed to synthesize the given product. From a dataset of Full USPTO retrosynthesis dataset with 1.9M reactions from patents (1976-2016). (1) Given the product [CH2:1]([N:3]([CH2:29][C:30]1[CH:35]=[CH:34][C:33]([O:36][CH2:53][CH2:52][N:48]2[CH2:49][CH2:50][CH2:51][N:45]([CH3:43])[CH2:46][CH2:47]2)=[CH:32][CH:31]=1)[C:4]1[CH:9]=[C:8]([O:10][CH3:11])[CH:7]=[CH:6][C:5]=1[CH:12]1[CH2:21][CH2:20][C:19]2[CH:18]=[C:17]([OH:22])[CH:16]=[CH:15][C:14]=2[CH2:13]1)[CH3:2], predict the reactants needed to synthesize it. The reactants are: [CH2:1]([N:3]([C:29](=O)[C:30]1[CH:35]=[CH:34][C:33]([OH:36])=[CH:32][CH:31]=1)[C:4]1[CH:9]=[C:8]([O:10][CH3:11])[CH:7]=[CH:6][C:5]=1[CH:12]1[CH2:21][CH2:20][C:19]2[CH:18]=[C:17]([O:22]C(=O)C(C)(C)C)[CH:16]=[CH:15][C:14]=2[CH2:13]1)[CH3:2].C(O[C:43]([N:45]1[CH2:51][CH2:50][CH2:49][N:48]([C:52](=O)[CH2:53]Cl)[CH2:47][CH2:46]1)=O)(C)(C)C. (2) Given the product [Br:1][C:2]1[CH:3]=[C:4]2[C:5]([C:10](=[O:12])[CH2:11][C:16]3([O:13]2)[CH2:17][O:14][CH2:15]3)=[CH:6][C:7]=1[CH2:8][CH3:9], predict the reactants needed to synthesize it. The reactants are: [Br:1][C:2]1[C:7]([CH2:8][CH3:9])=[CH:6][C:5]([C:10](=[O:12])[CH3:11])=[C:4]([OH:13])[CH:3]=1.[O:14]1[CH2:17][C:16](=O)[CH2:15]1.N1CCCC1. (3) Given the product [Cl:1][C:2]1[N:3]=[CH:4][C:5]2[N:11]([CH3:22])[C:10](=[O:12])[CH2:9][CH2:8][N:7]([CH:13]3[CH2:17][CH2:16][CH2:15][CH:14]3[CH3:18])[C:6]=2[N:19]=1, predict the reactants needed to synthesize it. The reactants are: [Cl:1][C:2]1[N:3]=[CH:4][C:5]2[NH:11][C:10](=[O:12])[CH2:9][CH2:8][N:7]([CH:13]3[CH2:17][CH2:16][CH2:15][CH:14]3[CH3:18])[C:6]=2[N:19]=1.IC.[CH3:22]N(C)C(=O)C.[H-].[Na+]. (4) Given the product [Cl:1][C:2]1[N:3]=[CH:4][C:5]2[N:11]([CH3:19])[C:10](=[O:12])[CH2:9][CH2:8][N:7]([CH:13]3[CH2:17][CH2:16][CH2:15][CH2:14]3)[C:6]=2[N:18]=1, predict the reactants needed to synthesize it. The reactants are: [Cl:1][C:2]1[N:3]=[CH:4][C:5]2[NH:11][C:10](=[O:12])[CH2:9][CH2:8][N:7]([CH:13]3[CH2:17][CH2:16][CH2:15][CH2:14]3)[C:6]=2[N:18]=1.[CH3:19]N(C)C(=O)C.IC.[H-].[Na+]. (5) Given the product [CH3:18][NH:17][C:15](=[O:16])[CH2:14][N:11]1[CH2:10][CH2:9][NH:8][CH2:13][CH2:12]1, predict the reactants needed to synthesize it. The reactants are: C([N:8]1[CH2:13][CH2:12][N:11]([CH2:14][C:15]([NH:17][CH3:18])=[O:16])[CH2:10][CH2:9]1)C1C=CC=CC=1. (6) Given the product [NH2:1][CH:2]1[CH2:7][CH2:6][N:5]([C:21]([O:20][C:17]([CH3:19])([CH3:18])[CH3:16])=[O:22])[CH2:4][CH2:3]1, predict the reactants needed to synthesize it. The reactants are: [NH2:1][CH:2]1[CH2:7][CH2:6][NH:5][CH2:4][CH2:3]1.C(=O)C1C=CC=CC=1.[CH3:16][C:17]([O:20][C:21](O[C:21]([O:20][C:17]([CH3:19])([CH3:18])[CH3:16])=[O:22])=[O:22])([CH3:19])[CH3:18].N#N. (7) Given the product [CH2:4]([C@H:5]1[CH2:6][CH2:7][C@H:1]([CH:4]2[CH2:5][CH2:6][CH:7]([CH:10]3[CH2:15][CH2:14][C:13]([CH2:14][CH2:15][CH2:10][CH2:11][CH3:12])([OH:16])[CH:12]=[CH:11]3)[CH2:8][CH2:9]2)[CH2:2][CH2:3]1)[CH2:1][CH2:2][CH3:3], predict the reactants needed to synthesize it. The reactants are: [CH2:1]([C@H:4]1[CH2:9][CH2:8][C@H:7]([CH:10]2[CH2:15][CH2:14][C:13](=[O:16])[CH:12]=[CH:11]2)[CH2:6][CH2:5]1)[CH2:2][CH3:3].[Cl-].[NH4+].